Dataset: Forward reaction prediction with 1.9M reactions from USPTO patents (1976-2016). Task: Predict the product of the given reaction. (1) Given the reactants CC(C)([O-])C.[K+].[Cl:7][C:8]1[CH:9]=[C:10]([OH:14])[CH:11]=[CH:12][CH:13]=1.[CH2:15]([N:22]1[CH2:27][CH2:26][CH:25]([NH:28][C:29](=[O:32])[CH2:30]Cl)[CH2:24][CH2:23]1)[C:16]1[CH:21]=[CH:20][CH:19]=[CH:18][CH:17]=1.O, predict the reaction product. The product is: [CH2:15]([N:22]1[CH2:23][CH2:24][CH:25]([NH:28][C:29](=[O:32])[CH2:30][O:14][C:10]2[CH:11]=[CH:12][CH:13]=[C:8]([Cl:7])[CH:9]=2)[CH2:26][CH2:27]1)[C:16]1[CH:17]=[CH:18][CH:19]=[CH:20][CH:21]=1. (2) Given the reactants [NH2:1][C:2]1[CH:31]=[CH:30][C:5]([CH2:6][C:7]2[NH:15][C:14]3[C:13](=[O:16])[N:12]([CH2:17][C:18]4[CH:23]=[CH:22][CH:21]=[CH:20][C:19]=4[F:24])[C:11](=[O:25])[N:10]([CH2:26][CH2:27][CH2:28][CH3:29])[C:9]=3[N:8]=2)=[CH:4][CH:3]=1.[F:32][C:33]([F:45])([F:44])[C:34]1[CH:39]=[CH:38][CH:37]=[CH:36][C:35]=1[S:40](Cl)(=[O:42])=[O:41], predict the reaction product. The product is: [CH2:26]([N:10]1[C:9]2[N:8]=[C:7]([CH2:6][C:5]3[CH:4]=[CH:3][C:2]([NH:1][S:40]([C:35]4[CH:36]=[CH:37][CH:38]=[CH:39][C:34]=4[C:33]([F:32])([F:44])[F:45])(=[O:42])=[O:41])=[CH:31][CH:30]=3)[NH:15][C:14]=2[C:13](=[O:16])[N:12]([CH2:17][C:18]2[CH:23]=[CH:22][CH:21]=[CH:20][C:19]=2[F:24])[C:11]1=[O:25])[CH2:27][CH2:28][CH3:29]. (3) Given the reactants [Cl:1][C:2]1[CH:7]=[CH:6][C:5]([N:8]2[C:12]([C:13]3[CH:18]=[CH:17][C:16]([CH2:19][CH2:20][N:21]4C(=O)C5C(=CC=CC=5)C4=O)=[CH:15][CH:14]=3)=[CH:11][C:10]([C:32]([F:35])([F:34])[F:33])=[N:9]2)=[CH:4][CH:3]=1.NN, predict the reaction product. The product is: [Cl:1][C:2]1[CH:7]=[CH:6][C:5]([N:8]2[C:12]([C:13]3[CH:18]=[CH:17][C:16]([CH2:19][CH2:20][NH2:21])=[CH:15][CH:14]=3)=[CH:11][C:10]([C:32]([F:34])([F:33])[F:35])=[N:9]2)=[CH:4][CH:3]=1. (4) Given the reactants [NH2:1][C:2]1[CH:7]=[CH:6][CH:5]=[CH:4][CH:3]=1.S(S([O-])=O)([O-])=O.[Na+].[Na+].C(=O)([O-])O.[Na+].[F:21][C:22]([F:31])([F:30])[C:23](I)([F:28])[C:24]([F:27])([F:26])[F:25], predict the reaction product. The product is: [F:21][C:22]([F:31])([F:30])[C:23]([F:28])([C:5]1[CH:6]=[CH:7][C:2]([NH2:1])=[CH:3][CH:4]=1)[C:24]([F:27])([F:26])[F:25].